This data is from Full USPTO retrosynthesis dataset with 1.9M reactions from patents (1976-2016). The task is: Predict the reactants needed to synthesize the given product. (1) Given the product [CH2:1]([C:3]1[CH:4]=[C:5]([C:20]2[CH:21]=[CH:22][C:17]([C:15](=[O:16])[CH3:14])=[CH:18][CH:19]=2)[CH:6]=[CH:7][C:8]=1[O:9][CH3:10])[CH3:2], predict the reactants needed to synthesize it. The reactants are: [CH2:1]([C:3]1[CH:4]=[C:5](B(O)O)[CH:6]=[CH:7][C:8]=1[O:9][CH3:10])[CH3:2].[CH3:14][C:15]([C:17]1[CH:22]=[CH:21][C:20](Br)=[CH:19][CH:18]=1)=[O:16]. (2) Given the product [Cl:20][C:17]1[CH:18]=[CH:19][C:14]([C:5]2([OH:13])[C:4]3[CH:3]=[C:2]([C:24]4[CH:25]=[CH:26][N:21]=[CH:22][CH:23]=4)[S:10][C:9]=3[S:8](=[O:12])(=[O:11])[NH:7][CH2:6]2)=[CH:15][CH:16]=1, predict the reactants needed to synthesize it. The reactants are: Cl[C:2]1[S:10][C:9]2[S:8](=[O:12])(=[O:11])[NH:7][CH2:6][C:5]([C:14]3[CH:19]=[CH:18][C:17]([Cl:20])=[CH:16][CH:15]=3)([OH:13])[C:4]=2[CH:3]=1.[N:21]1[CH:26]=[CH:25][C:24](B(O)O)=[CH:23][CH:22]=1.C1(P(C2CCCCC2)C2C=CC=CC=2C2C(C(C)C)=CC(C(C)C)=CC=2C(C)C)CCCCC1.P([O-])([O-])([O-])=O.[K+].[K+].[K+]. (3) Given the product [Cl:5][C:6]1[CH:7]=[CH:8][C:9](/[CH:10]=[C:11](\[NH:12][C:13](=[O:14])[C:17]2[CH:22]=[CH:21][C:20]([O:23][CH2:24][CH2:25][C:26]3[CH:27]=[CH:28][C:29]([O:32][CH3:33])=[CH:30][CH:31]=3)=[CH:19][CH:18]=2)/[C:15]([NH:1][CH2:2][CH2:3][OH:4])=[O:16])=[CH:34][CH:35]=1, predict the reactants needed to synthesize it. The reactants are: [NH2:1][CH2:2][CH2:3][OH:4].[Cl:5][C:6]1[CH:35]=[CH:34][C:9](/[CH:10]=[C:11]2\[N:12]=[C:13]([C:17]3[CH:22]=[CH:21][C:20]([O:23][CH2:24][CH2:25][C:26]4[CH:31]=[CH:30][C:29]([O:32][CH3:33])=[CH:28][CH:27]=4)=[CH:19][CH:18]=3)[O:14][C:15]\2=[O:16])=[CH:8][CH:7]=1. (4) Given the product [Cl:1][C:2]1[CH:3]=[C:4]([CH2:8][N:9]2[C:13]([CH3:14])=[CH:12][C:11]([NH:15][C:16]([C:18]3[CH:19]=[C:20]4[C:25](=[CH:26][CH:27]=3)[CH2:24][NH:23][CH2:22][CH2:21]4)=[O:17])=[N:10]2)[CH:5]=[CH:6][CH:7]=1, predict the reactants needed to synthesize it. The reactants are: [Cl:1][C:2]1[CH:3]=[C:4]([CH2:8][N:9]2[C:13]([CH3:14])=[CH:12][C:11]([NH:15][C:16]([C:18]3[CH:19]=[C:20]4[C:25](=[CH:26][CH:27]=3)[CH2:24][N:23](C(OC(C)(C)C)=O)[CH2:22][CH2:21]4)=[O:17])=[N:10]2)[CH:5]=[CH:6][CH:7]=1.Cl.O1CCOCC1. (5) Given the product [F:22][C:23]1[CH:30]=[CH:29][CH:28]=[C:27]([F:31])[C:24]=1[CH2:25][N:13]1[C:12]2[CH:14]=[CH:15][CH:16]=[C:17]([C:18]([O:20][CH3:21])=[O:19])[C:11]=2[N:10]=[C:9]1[C:3]1[C:4]([F:8])=[CH:5][CH:6]=[CH:7][C:2]=1[F:1], predict the reactants needed to synthesize it. The reactants are: [F:1][C:2]1[CH:7]=[CH:6][CH:5]=[C:4]([F:8])[C:3]=1[C:9]1[NH:10][C:11]2[C:17]([C:18]([O:20][CH3:21])=[O:19])=[CH:16][CH:15]=[CH:14][C:12]=2[N:13]=1.[F:22][C:23]1[CH:30]=[CH:29][CH:28]=[C:27]([F:31])[C:24]=1[CH2:25]Br. (6) Given the product [F:43][C:42]([F:45])([F:44])[CH2:41][O:40][C:39]1[CH:52]=[C:51]2[C:56](=[CH:55][CH:38]=1)[NH:48][CH:49]=[C:50]2[C:4]([OH:11])=[O:20], predict the reactants needed to synthesize it. The reactants are: CC1C=[C:4]([OH:11])C=CC=1[N+]([O-])=O.[H-].[Na+].C1([O-:20])C=CC=CC=1.S(C1C=CC(C)=CC=1)(OCC(F)(F)F)(=O)=O.F[C:38](F)(F)[CH2:39][O:40][CH2:41][C:42]([F:45])([F:44])[F:43].[NH:48]1[C:56]2[C:51](=[CH:52]C=C[CH:55]=2)[CH:50]=[CH:49]1.